This data is from Full USPTO retrosynthesis dataset with 1.9M reactions from patents (1976-2016). The task is: Predict the reactants needed to synthesize the given product. (1) Given the product [CH3:17][C:15]1[N:14]([CH2:18][O:19][CH2:20][CH2:21][Si:22]([CH3:24])([CH3:23])[CH3:25])[C:11]2=[N:12][CH:13]=[C:8]([C:5]3[CH:6]=[CH:7][C:2]4[N:1]=[CH:30][NH:32][C:26](=[O:28])[C:3]=4[N:4]=3)[CH:9]=[C:10]2[N:16]=1, predict the reactants needed to synthesize it. The reactants are: [NH2:1][C:2]1[C:3]([C:26]([O:28]C)=O)=[N:4][C:5]([C:8]2[CH:9]=[C:10]3[N:16]=[C:15]([CH3:17])[N:14]([CH2:18][O:19][CH2:20][CH2:21][Si:22]([CH3:25])([CH3:24])[CH3:23])[C:11]3=[N:12][CH:13]=2)=[CH:6][CH:7]=1.[CH:30]([NH2:32])=O. (2) Given the product [O:15]=[C:6]1[N:5]([CH2:4][C:3]([OH:16])=[O:2])[C:10]2[CH:11]=[CH:12][CH:13]=[CH:14][C:9]=2[S:8][CH2:7]1, predict the reactants needed to synthesize it. The reactants are: C[O:2][C:3](=[O:16])[CH2:4][N:5]1[C:10]2[CH:11]=[CH:12][CH:13]=[CH:14][C:9]=2[S:8][CH2:7][C:6]1=[O:15].[OH-].[Na+].